Dataset: Full USPTO retrosynthesis dataset with 1.9M reactions from patents (1976-2016). Task: Predict the reactants needed to synthesize the given product. (1) Given the product [Cl:16][C:7]1[N:8]=[C:9]2[C:4]([CH:3]=[C:2]([C:11]([O:13][CH2:14][CH3:15])=[O:12])[NH:1]2)=[CH:5][CH:6]=1, predict the reactants needed to synthesize it. The reactants are: [NH:1]1[C:9]2[C:4](=[CH:5][CH:6]=[CH:7][N+:8]=2[O-])[CH:3]=[C:2]1[C:11]([O:13][CH2:14][CH3:15])=[O:12].[Cl:16]C(OC)=O. (2) Given the product [OH:39][C@H:30]([CH2:31][O:32][C:33]1[CH:38]=[CH:37][CH:36]=[CH:35][CH:34]=1)[CH2:29][NH:28][CH:2]1[CH2:3][CH2:4][N:5]([C:8]2[CH:13]=[CH:12][C:11]([NH:14][S:15]([C:18]3[CH:23]=[CH:22][C:21]([NH:24][C:25](=[O:27])[CH3:26])=[CH:20][CH:19]=3)(=[O:17])=[O:16])=[CH:10][CH:9]=2)[CH2:6][CH2:7]1, predict the reactants needed to synthesize it. The reactants are: O=[C:2]1[CH2:7][CH2:6][N:5]([C:8]2[CH:13]=[CH:12][C:11]([NH:14][S:15]([C:18]3[CH:23]=[CH:22][C:21]([NH:24][C:25](=[O:27])[CH3:26])=[CH:20][CH:19]=3)(=[O:17])=[O:16])=[CH:10][CH:9]=2)[CH2:4][CH2:3]1.[NH2:28][CH2:29][C@H:30]([OH:39])[CH2:31][O:32][C:33]1[CH:38]=[CH:37][CH:36]=[CH:35][CH:34]=1. (3) Given the product [OH:9][CH2:8][C:6]1[C:5]2[C:10]([O:32][CH3:33])=[N:11][N:12]([C:13]([C:26]3[CH:27]=[CH:28][CH:29]=[CH:30][CH:31]=3)([C:14]3[CH:19]=[CH:18][CH:17]=[CH:16][CH:15]=3)[C:20]3[CH:21]=[CH:22][CH:23]=[CH:24][CH:25]=3)[C:4]=2[CH:3]=[C:2]([NH:51][C:49]([NH:48][C@@H:46]([C:40]2[CH:45]=[CH:44][CH:43]=[CH:42][CH:41]=2)[CH3:47])=[O:50])[N:7]=1, predict the reactants needed to synthesize it. The reactants are: Cl[C:2]1[N:7]=[C:6]([CH2:8][OH:9])[C:5]2[C:10]([O:32][CH3:33])=[N:11][N:12]([C:13]([C:26]3[CH:31]=[CH:30][CH:29]=[CH:28][CH:27]=3)([C:20]3[CH:25]=[CH:24][CH:23]=[CH:22][CH:21]=3)[C:14]3[CH:19]=[CH:18][CH:17]=[CH:16][CH:15]=3)[C:4]=2[CH:3]=1.C(=O)([O-])[O-].[Cs+].[Cs+].[C:40]1([C@H:46]([NH:48][C:49]([NH2:51])=[O:50])[CH3:47])[CH:45]=[CH:44][CH:43]=[CH:42][CH:41]=1.